This data is from TCR-epitope binding with 47,182 pairs between 192 epitopes and 23,139 TCRs. The task is: Binary Classification. Given a T-cell receptor sequence (or CDR3 region) and an epitope sequence, predict whether binding occurs between them. (1) The epitope is SSTFNVPMEKLK. The TCR CDR3 sequence is CASSQTAGTITGELFF. Result: 0 (the TCR does not bind to the epitope). (2) The epitope is VTEHDTLLY. The TCR CDR3 sequence is CASSFGQGDTGELFF. Result: 0 (the TCR does not bind to the epitope).